This data is from Reaction yield outcomes from USPTO patents with 853,638 reactions. The task is: Predict the reaction yield, written as a fraction of the theoretical maximum amount of product (1.0 means a 100% yield; for example, 0.34 means a 34% yield). (1) The reactants are [NH2:1][C:2]1[CH:10]=[CH:9][C:5]([C:6]([O-:8])=[O:7])=[CH:4][CH:3]=1.[N:11]([O-])=O.[Na+].[C:15]([NH:22][CH2:23][CH2:24][C:25]1[CH:30]=[CH:29][C:28]([OH:31])=[CH:27][CH:26]=1)([O:17][C:18]([CH3:21])([CH3:20])[CH3:19])=[O:16].CC(C)=O. The catalyst is Cl.C(=O)(O)[O-].[Na+]. The product is [C:18]([O:17][C:15]([NH:22][CH2:23][CH2:24][C:25]1[CH:30]=[CH:29][C:28]([OH:31])=[C:27](/[N:11]=[N:1]/[C:2]2[CH:10]=[CH:9][C:5]([C:6]([OH:8])=[O:7])=[CH:4][CH:3]=2)[CH:26]=1)=[O:16])([CH3:20])([CH3:21])[CH3:19]. The yield is 0.730. (2) The reactants are [Li]CCCC.CCCCCC.Br[C:13]1[CH:18]=[CH:17][CH:16]=[C:15]([C:19]([F:22])([F:21])[F:20])[C:14]=1[CH2:23][OH:24].[B:25](OC)(OC)[O:26]C. The catalyst is C1COCC1. The product is [F:20][C:19]([F:22])([F:21])[C:15]1[C:14]2[CH2:23][O:24][B:25]([OH:26])[C:13]=2[CH:18]=[CH:17][CH:16]=1. The yield is 0.250. (3) The reactants are [Br:1][C:2]1[CH:8]=[CH:7][C:5]([NH2:6])=[CH:4][CH:3]=1.[C:9](Cl)(=[O:18])[C:10]1[CH:15]=[CH:14][C:13]([O:16][CH3:17])=[CH:12][CH:11]=1.C([O-])(O)=O.[Na+]. The catalyst is N1C=CC=CC=1. The product is [Br:1][C:2]1[CH:8]=[CH:7][C:5]([NH:6][C:9](=[O:18])[C:10]2[CH:15]=[CH:14][C:13]([O:16][CH3:17])=[CH:12][CH:11]=2)=[CH:4][CH:3]=1. The yield is 0.920. (4) The reactants are [OH:1][N:2]1[C:7]([CH3:9])([CH3:8])[CH2:6][CH:5]([O:10][C:11](=[O:18])[C:12]2[CH:17]=[CH:16][CH:15]=[CH:14][CH:13]=2)[CH2:4][C:3]1([CH3:20])[CH3:19].[C:21]1([P:27](Cl)([C:29]2[CH:34]=[CH:33][CH:32]=[CH:31][CH:30]=2)=[O:28])[CH:26]=[CH:25][CH:24]=[CH:23][CH:22]=1. No catalyst specified. The product is [C:11]([O:10][CH:5]1[CH2:6][C:7]([CH3:9])([CH3:8])[N:2]([O:1][P:27]([C:29]2[CH:30]=[CH:31][CH:32]=[CH:33][CH:34]=2)([C:21]2[CH:26]=[CH:25][CH:24]=[CH:23][CH:22]=2)=[O:28])[C:3]([CH3:20])([CH3:19])[CH2:4]1)(=[O:18])[C:12]1[CH:17]=[CH:16][CH:15]=[CH:14][CH:13]=1. The yield is 0.840. (5) The reactants are FC(F)(F)S(O[C:7]1[C:15]2[C:10](=[CH:11][N:12]=[CH:13][CH:14]=2)[O:9][C:8]=1[C:16]([O:18][CH2:19][CH3:20])=[O:17])(=O)=O.C(N(CC)CC)C. The catalyst is C(O)C.[Pd]. The product is [O:9]1[C:10]2=[CH:11][N:12]=[CH:13][CH:14]=[C:15]2[CH:7]=[C:8]1[C:16]([O:18][CH2:19][CH3:20])=[O:17]. The yield is 0.940. (6) The reactants are [NH2:1][C:2]1[CH:12]=[CH:11][C:5]([C:6]([O:8][CH2:9][CH3:10])=[O:7])=[CH:4][CH:3]=1.[I:13]N1C(=O)CCC1=O.O. The catalyst is CN(C=O)C. The product is [NH2:1][C:2]1[CH:3]=[CH:4][C:5]([C:6]([O:8][CH2:9][CH3:10])=[O:7])=[CH:11][C:12]=1[I:13]. The yield is 0.900. (7) The reactants are [F-].C([N+](CCCC)(CCCC)CCCC)CCC.[Si]([O:26][CH2:27][C:28]1[N:33]=[C:32]([N:34]2[CH2:39][CH2:38][O:37][CH2:36][CH2:35]2)[CH:31]=[CH:30][CH:29]=1)(C(C)(C)C)(C)C.O. The catalyst is C1COCC1. The product is [N:34]1([C:32]2[N:33]=[C:28]([CH2:27][OH:26])[CH:29]=[CH:30][CH:31]=2)[CH2:35][CH2:36][O:37][CH2:38][CH2:39]1. The yield is 0.820.